This data is from Forward reaction prediction with 1.9M reactions from USPTO patents (1976-2016). The task is: Predict the product of the given reaction. (1) The product is: [NH2:38][C:39]1[N:41]=[CH:26][N:27]=[C:28]([NH:50][C:12]2[C:11]3[S:10][C:9]([C:3]4[C:4]([Cl:8])=[CH:5][CH:6]=[CH:7][C:2]=4[C:47]#[N:42])=[N:17][C:16]=3[CH:15]=[CH:14][N:13]=2)[CH:29]=1. Given the reactants Br[C:2]1[CH:7]=[CH:6][CH:5]=[C:4]([Cl:8])[C:3]=1[C:9]1[S:10][C:11]2[C:12](Cl)=[N:13][CH:14]=[CH:15][C:16]=2[N:17]=1.BrC1C=CC=C(Cl)C=1C(Cl)=NC1[CH:29]=[CH:28][N:27]=[C:26](Cl)C=1F.[NH2:38][C:39]([NH2:41])=S.[N:42]1[CH:47]=CC=CC=1.CC[N:50](CC)CC, predict the reaction product. (2) Given the reactants [I-].[Br:2][C:3]1[CH:29]=[CH:28][CH:27]=[CH:26][C:4]=1[CH2:5][CH2:6][P+](C1C=CC=CC=1)(C1C=CC=CC=1)C1C=CC=CC=1.[H-].[Na+].[CH2:32]([O:35][C:36]1([CH3:65])[CH2:41][CH2:40][N:39]([C:42]2[N:47]3[N:48]=[C:49]([CH:51]=O)[CH:50]=[C:46]3[N:45]=[C:44]([CH3:53])[C:43]=2[C@H:54]([O:60][C:61]([CH3:64])([CH3:63])[CH3:62])[C:55]([O:57][CH2:58][CH3:59])=[O:56])[CH2:38][CH2:37]1)[CH:33]=[CH2:34], predict the reaction product. The product is: [CH2:32]([O:35][C:36]1([CH3:65])[CH2:37][CH2:38][N:39]([C:42]2[N:47]3[N:48]=[C:49]([CH:51]=[CH:6][CH2:5][C:4]4[CH:26]=[CH:27][CH:28]=[CH:29][C:3]=4[Br:2])[CH:50]=[C:46]3[N:45]=[C:44]([CH3:53])[C:43]=2[C@H:54]([O:60][C:61]([CH3:64])([CH3:63])[CH3:62])[C:55]([O:57][CH2:58][CH3:59])=[O:56])[CH2:40][CH2:41]1)[CH:33]=[CH2:34]. (3) Given the reactants CC1(C)C(C)(C)OB([C:9]2[CH:10]=[C:11]3[C:16](=[CH:17][CH:18]=2)[O:15][C@@H:14]([CH2:19][N:20]([CH2:39][C:40]2[CH:45]=[CH:44][CH:43]=[CH:42][CH:41]=2)[CH2:21][C@H:22]([O:31][Si:32]([C:35]([CH3:38])([CH3:37])[CH3:36])([CH3:34])[CH3:33])[CH2:23][O:24][C:25]2[CH:30]=[CH:29][CH:28]=[CH:27][CH:26]=2)[CH2:13][CH2:12]3)O1.C([O-])([O-])=O.[Na+].[Na+].Br[C:54]1[CH:69]=[CH:68][C:57]([C:58]([O:60][CH2:61][C:62]2[CH:67]=[CH:66][CH:65]=[CH:64][CH:63]=2)=[O:59])=[C:56]([NH:70][CH2:71][CH2:72][CH2:73][CH3:74])[CH:55]=1, predict the reaction product. The product is: [CH2:71]([NH:70][C:56]1[CH:55]=[C:54]([C:9]2[CH:10]=[C:11]3[C:16](=[CH:17][CH:18]=2)[O:15][C@@H:14]([CH2:19][N:20]([CH2:21][C@H:22]([O:31][Si:32]([C:35]([CH3:37])([CH3:38])[CH3:36])([CH3:34])[CH3:33])[CH2:23][O:24][C:25]2[CH:30]=[CH:29][CH:28]=[CH:27][CH:26]=2)[CH2:39][C:40]2[CH:41]=[CH:42][CH:43]=[CH:44][CH:45]=2)[CH2:13][CH2:12]3)[CH:69]=[CH:68][C:57]=1[C:58]([O:60][CH2:61][C:62]1[CH:63]=[CH:64][CH:65]=[CH:66][CH:67]=1)=[O:59])[CH2:72][CH2:73][CH3:74]. (4) Given the reactants [Cl:1][C:2]1[N:7]=[C:6]([NH2:8])[CH:5]=[N:4][CH:3]=1.C1C(=O)N([Br:16])C(=O)C1, predict the reaction product. The product is: [Br:16][C:3]1[N:4]=[CH:5][C:6]([NH2:8])=[N:7][C:2]=1[Cl:1]. (5) Given the reactants [Cl-].[CH3:2][SiH:3]([CH3:5])[CH3:4].[Cl:6][S:7]([OH:10])(=[O:9])=[O:8].Cl, predict the reaction product. The product is: [Cl:6][S:7]([O:10][Si:3]([CH3:5])([CH3:4])[CH3:2])(=[O:9])=[O:8]. (6) Given the reactants [F:1][C:2]1[C:3]([O:16][CH3:17])=[CH:4][CH:5]=[C:6]2[C:10]=1[C:9]([CH2:12][C:13]([OH:15])=[O:14])([CH3:11])[CH2:8][CH2:7]2.S(=O)(=O)(O)O.[CH3:23]O, predict the reaction product. The product is: [CH3:23][O:14][C:13](=[O:15])[CH2:12][C:9]1([CH3:11])[C:10]2[C:6](=[CH:5][CH:4]=[C:3]([O:16][CH3:17])[C:2]=2[F:1])[CH2:7][CH2:8]1. (7) Given the reactants [F:1][C:2]1[CH:25]=[CH:24][C:5]([CH2:6][O:7][C:8]2[CH:9]=[C:10]3[C:14](=[CH:15][CH:16]=2)[C:13](=[O:17])[N:12]([C@@H:18]([CH3:22])[C:19]([NH2:21])=O)[C:11]3=[O:23])=[CH:4][CH:3]=1.COC1C=CC(P2(SP(C3C=CC(OC)=CC=3)(=S)S2)=[S:35])=CC=1, predict the reaction product. The product is: [F:1][C:2]1[CH:25]=[CH:24][C:5]([CH2:6][O:7][C:8]2[CH:9]=[C:10]3[C:14](=[CH:15][CH:16]=2)[C:13](=[O:17])[N:12]([C@@H:18]([CH3:22])[C:19]([NH2:21])=[S:35])[C:11]3=[O:23])=[CH:4][CH:3]=1. (8) Given the reactants [CH2:1]([N:8]([CH2:15][C:16]1[CH:21]=[CH:20][CH:19]=[CH:18][CH:17]=1)[C@H:9]([CH2:13][OH:14])[C:10](O)=[O:11])[C:2]1[CH:7]=[CH:6][CH:5]=[CH:4][CH:3]=1.C1C=CC2N(O)N=NC=2C=1.[CH2:32]([NH2:39])[C:33]1[CH:38]=[CH:37][CH:36]=[CH:35][CH:34]=1.CCN=C=NCCCN(C)C.Cl, predict the reaction product. The product is: [CH2:32]([NH:39][C:10](=[O:11])[C@H:9]([N:8]([CH2:15][C:16]1[CH:17]=[CH:18][CH:19]=[CH:20][CH:21]=1)[CH2:1][C:2]1[CH:7]=[CH:6][CH:5]=[CH:4][CH:3]=1)[CH2:13][OH:14])[C:33]1[CH:38]=[CH:37][CH:36]=[CH:35][CH:34]=1. (9) Given the reactants [CH2:1]([N:8]1[C:16]2[C:11](=[CH:12][C:13]([NH2:17])=[CH:14][CH:15]=2)[CH:10]=[CH:9]1)[C:2]1[CH:7]=[CH:6][CH:5]=[CH:4][CH:3]=1.[Br:18][C:19]1[CH:20]=[N:21][C:22](Cl)=[C:23]([CH:28]=1)[C:24]([O:26]C)=[O:25].C(=O)([O-])[O-].[Cs+].[Cs+].Cl, predict the reaction product. The product is: [CH2:1]([N:8]1[C:16]2[C:11](=[CH:12][C:13]([NH:17][C:22]3[N:21]=[CH:20][C:19]([Br:18])=[CH:28][C:23]=3[C:24]([OH:26])=[O:25])=[CH:14][CH:15]=2)[CH:10]=[CH:9]1)[C:2]1[CH:3]=[CH:4][CH:5]=[CH:6][CH:7]=1. (10) The product is: [F:1][C:2]1[N:3]=[C:4]([O:8][C:9]2[CH:14]=[CH:13][C:12]([CH2:15][C:16]([F:17])([F:18])[F:19])=[CH:11][C:10]=2[OH:20])[CH:5]=[CH:6][CH:7]=1. Given the reactants [F:1][C:2]1[CH:7]=[CH:6][CH:5]=[C:4]([O:8][C:9]2[CH:14]=[CH:13][C:12]([CH2:15][C:16]([F:19])([F:18])[F:17])=[CH:11][C:10]=2[O:20]C)[N:3]=1.B(Br)(Br)Br, predict the reaction product.